This data is from Full USPTO retrosynthesis dataset with 1.9M reactions from patents (1976-2016). The task is: Predict the reactants needed to synthesize the given product. (1) Given the product [CH2:26]1[C:27]2[C:32](=[CH:31][CH:30]=[CH:29][CH:28]=2)[CH2:33][CH:25]1[C:23]([NH:22][C@@H:20]([CH3:21])[C:19]([NH:18][C@@H:10]([CH2:11][C:12]1[CH:13]=[CH:14][CH:15]=[CH:16][CH:17]=1)[C:9]([OH:35])=[O:8])=[O:34])=[O:24], predict the reactants needed to synthesize it. The reactants are: C([O:8][C:9](=[O:35])[C@@H:10]([NH:18][C:19](=[O:34])[C@@H:20]([NH:22][C:23]([CH:25]1[CH2:33][C:32]2[C:27](=[CH:28][CH:29]=[CH:30][CH:31]=2)[CH2:26]1)=[O:24])[CH3:21])[CH2:11][C:12]1[CH:17]=[CH:16][CH:15]=[CH:14][CH:13]=1)C1C=CC=CC=1. (2) Given the product [Si:31]([O:38][CH2:39][CH2:40][N:41]([CH:42]1[CH2:45][O:44][CH2:43]1)[C:28]([C:10]1[C:9]([O:8][CH2:1][C:2]2[CH:7]=[CH:6][CH:5]=[CH:4][CH:3]=2)=[C:14]([OH:15])[N:13]=[C:12]([CH2:16][C:17]2([C:22]3[CH:27]=[CH:26][CH:25]=[CH:24][CH:23]=3)[CH2:18][CH2:19][CH2:20][CH2:21]2)[N:11]=1)=[O:29])([C:34]([CH3:37])([CH3:36])[CH3:35])([CH3:33])[CH3:32], predict the reactants needed to synthesize it. The reactants are: [CH2:1]([O:8][C:9]1[C:10]([C:28](O)=[O:29])=[N:11][C:12]([CH2:16][C:17]2([C:22]3[CH:27]=[CH:26][CH:25]=[CH:24][CH:23]=3)[CH2:21][CH2:20][CH2:19][CH2:18]2)=[N:13][C:14]=1[OH:15])[C:2]1[CH:7]=[CH:6][CH:5]=[CH:4][CH:3]=1.[Si:31]([O:38][CH2:39][CH2:40][NH:41][CH:42]1[CH2:45][O:44][CH2:43]1)([C:34]([CH3:37])([CH3:36])[CH3:35])([CH3:33])[CH3:32].C(N(CC)C(C)C)(C)C.CN(C(ON1N=NC2C=CC=NC1=2)=[N+](C)C)C.F[P-](F)(F)(F)(F)F. (3) Given the product [NH2:12][C:11]1[C:2]([Cl:1])=[N:3][C:4]2[C:9]([C:10]=1[NH:15][CH2:16][CH2:17][CH2:18][OH:19])=[CH:8][CH:7]=[CH:6][CH:5]=2, predict the reactants needed to synthesize it. The reactants are: [Cl:1][C:2]1[C:11]([N+:12]([O-])=O)=[C:10]([NH:15][CH2:16][CH2:17][CH2:18][OH:19])[C:9]2[C:4](=[CH:5][CH:6]=[CH:7][CH:8]=2)[N:3]=1.